This data is from Reaction yield outcomes from USPTO patents with 853,638 reactions. The task is: Predict the reaction yield, written as a fraction of the theoretical maximum amount of product (1.0 means a 100% yield; for example, 0.34 means a 34% yield). (1) The reactants are [F:1][C:2]1[CH:16]=[CH:15][C:5]([CH2:6][S:7]([CH2:9][C:10]([O:12]CC)=[O:11])=[O:8])=[CH:4][CH:3]=1.[OH-].[Na+]. The catalyst is C1COCC1.CO. The product is [F:1][C:2]1[CH:16]=[CH:15][C:5]([CH2:6][S:7]([CH2:9][C:10]([OH:12])=[O:11])=[O:8])=[CH:4][CH:3]=1. The yield is 0.880. (2) The reactants are [Br:1][C:2]1[CH:7]=[CH:6][C:5](I)=[CH:4][N:3]=1.C([Li])CCC.[CH3:14][C:15]([CH3:17])=[O:16]. The catalyst is C1COCC1.CCOCC. The product is [Br:1][C:2]1[N:3]=[CH:4][C:5]([C:15]([OH:16])([CH3:17])[CH3:14])=[CH:6][CH:7]=1. The yield is 0.640. (3) The catalyst is O. The yield is 0.240. The reactants are [C:1]([OH:10])(=[O:9])[C:2]1[C:3](=[CH:5][CH:6]=[CH:7][CH:8]=1)[OH:4].[OH-].[Na+].Cl[CH2:14][C:15]([OH:17])=[O:16]. The product is [C:15]([CH2:14][O:4][C:3]1[CH:5]=[CH:6][CH:7]=[CH:8][C:2]=1[C:1]([OH:10])=[O:9])([OH:17])=[O:16]. (4) The reactants are [CH2:1]([C:3]1[C:4](=O)[NH:5][CH:6]=[C:7]([C:9]([O:11][CH3:12])=[O:10])[N:8]=1)[CH3:2].P(Cl)(Cl)([Cl:16])=O. The catalyst is CN(C)C=O. The product is [Cl:16][C:4]1[N:5]=[CH:6][C:7]([C:9]([O:11][CH3:12])=[O:10])=[N:8][C:3]=1[CH2:1][CH3:2]. The yield is 0.840. (5) The catalyst is O. The yield is 0.760. The product is [Cl:16][C:17]1[CH:22]=[CH:21][C:20]([S:23]([NH:1][C:2]2[CH:9]=[CH:8][C:5]([C:6]#[N:7])=[CH:4][CH:3]=2)(=[O:25])=[O:24])=[CH:19][CH:18]=1. The reactants are [NH2:1][C:2]1[CH:9]=[CH:8][C:5]([C:6]#[N:7])=[CH:4][CH:3]=1.N1C=CC=CC=1.[Cl:16][C:17]1[CH:22]=[CH:21][C:20]([S:23](Cl)(=[O:25])=[O:24])=[CH:19][CH:18]=1. (6) The reactants are [F:1][C:2]([F:14])([F:13])[O:3][C:4]1[CH:9]=[CH:8][C:7]([C:10](=[O:12])[CH3:11])=[CH:6][CH:5]=1.C([O:17][C:18](=O)[C:19]([F:22])([F:21])[F:20])C.OS(O)(=O)=O. The catalyst is C1(C)C=CC=CC=1. The product is [F:20][C:19]([F:22])([F:21])/[C:18](/[OH:17])=[CH:11]/[C:10]([C:7]1[CH:6]=[CH:5][C:4]([O:3][C:2]([F:13])([F:14])[F:1])=[CH:9][CH:8]=1)=[O:12]. The yield is 0.830. (7) The reactants are [O:1]1[C:6]2[CH:7]=[CH:8][C:9]([C:11]3[N:12]=[C:13]4[CH:18]=[CH:17][CH:16]=[CH:15][N:14]4[CH:19]=3)=[CH:10][C:5]=2[CH2:4][CH2:3][CH2:2]1.[C:20]([O:24][CH2:25][CH3:26])(=[O:23])[CH:21]=[O:22].C1(C)C=CC=CC=1.C1(C)C=CC(S(O)(=O)=O)=CC=1. The catalyst is C(O)C. The product is [O:1]1[C:6]2[CH:7]=[CH:8][C:9]([C:11]3[N:12]=[C:13]4[CH:18]=[CH:17][CH:16]=[CH:15][N:14]4[C:19]=3[CH:21]([OH:22])[C:20]([O:24][CH2:25][CH3:26])=[O:23])=[CH:10][C:5]=2[CH2:4][CH2:3][CH2:2]1. The yield is 0.800. (8) The reactants are FC(F)(F)C(O)=O.[CH:8]([N:11]1[C:15]([C:16]2[N:25]=[C:24]3[N:18]([CH2:19][CH2:20][O:21][C:22]4[CH:29]=[C:28]([CH:30]5[CH2:35][CH2:34][NH:33][CH2:32][CH2:31]5)[CH:27]=[CH:26][C:23]=43)[CH:17]=2)=[N:14][CH:13]=[N:12]1)([CH3:10])[CH3:9].[OH:36][C:37]([CH3:42])([CH3:41])[C:38](O)=[O:39].CCN=C=NCCCN(C)C.C1C=CC2N(O)N=NC=2C=1.CCN(C(C)C)C(C)C.C(=O)(O)[O-].[Na+]. No catalyst specified. The yield is 0.430. The product is [OH:36][C:37]([CH3:42])([CH3:41])[C:38]([N:33]1[CH2:34][CH2:35][CH:30]([C:28]2[CH:27]=[CH:26][C:23]3[C:24]4[N:18]([CH:17]=[C:16]([C:15]5[N:11]([CH:8]([CH3:10])[CH3:9])[N:12]=[CH:13][N:14]=5)[N:25]=4)[CH2:19][CH2:20][O:21][C:22]=3[CH:29]=2)[CH2:31][CH2:32]1)=[O:39]. (9) The reactants are C[O:2][C:3]1[C:4]([CH3:37])=[C:5]([C:28]([O:35]C)=[C:29]([O:33][CH3:34])[C:30]=1[O:31][CH3:32])[CH2:6][C:7]1[CH:8]=[CH:9][C:10]([O:21][C:22]2[CH:23]=[N:24][CH:25]=[CH:26][CH:27]=2)=[C:11]([CH:20]=1)[C:12]([N:14]1[CH2:19][CH2:18][O:17][CH2:16][CH2:15]1)=[O:13].O=[N+]([O-])[O-].[O-][N+](=O)[O-].[O-][N+](=O)[O-].[O-][N+](=O)[O-].[O-][N+](=O)[O-].[O-][N+](=O)[O-].[Ce+4].[NH4+].[NH4+]. The catalyst is C(#N)C.O. The product is [CH3:32][O:31][C:30]1[C:3](=[O:2])[C:4]([CH3:37])=[C:5]([CH2:6][C:7]2[CH:8]=[CH:9][C:10]([O:21][C:22]3[CH:23]=[N:24][CH:25]=[CH:26][CH:27]=3)=[C:11]([CH:20]=2)[C:12]([N:14]2[CH2:15][CH2:16][O:17][CH2:18][CH2:19]2)=[O:13])[C:28](=[O:35])[C:29]=1[O:33][CH3:34]. The yield is 0.580.